From a dataset of Full USPTO retrosynthesis dataset with 1.9M reactions from patents (1976-2016). Predict the reactants needed to synthesize the given product. (1) Given the product [S:9]1[C:10]2[CH:16]=[CH:15][CH:14]=[CH:13][C:11]=2[N:12]=[C:8]1[C:7]1[C:6]([NH:24][C@@H:25]2[CH2:30][CH2:29][CH2:28][N:27]([C:31]([O:33][C:34]([CH3:37])([CH3:36])[CH3:35])=[O:32])[CH2:26]2)=[N:5][C:4]([CH:18]2[CH2:23][CH2:22][O:21][CH2:20][CH2:19]2)=[N:3][C:2]=1[Cl:1], predict the reactants needed to synthesize it. The reactants are: [Cl:1][C:2]1[C:7]([C:8]2[S:9][C:10]3[CH:16]=[CH:15][CH:14]=[CH:13][C:11]=3[N:12]=2)=[C:6](Cl)[N:5]=[C:4]([CH:18]2[CH2:23][CH2:22][O:21][CH2:20][CH2:19]2)[N:3]=1.[NH2:24][C@@H:25]1[CH2:30][CH2:29][CH2:28][N:27]([C:31]([O:33][C:34]([CH3:37])([CH3:36])[CH3:35])=[O:32])[CH2:26]1.C(N(CC)C(C)C)(C)C. (2) Given the product [F:32][C:2]1([F:1])[CH2:7][CH2:6][CH:5]([C@H:8]([NH:15][C:16]2[NH:17][C:18](=[O:31])[N:19]([C:23]3[CH:28]=[C:27]([F:29])[CH:26]=[C:25]([F:30])[CH:24]=3)[C:20](=[O:22])[CH:21]=2)[CH2:9][C:10]([OH:12])=[O:11])[CH2:4][CH2:3]1, predict the reactants needed to synthesize it. The reactants are: [F:1][C:2]1([F:32])[CH2:7][CH2:6][CH:5]([C@H:8]([NH:15][C:16]2[NH:17][C:18](=[O:31])[N:19]([C:23]3[CH:28]=[C:27]([F:29])[CH:26]=[C:25]([F:30])[CH:24]=3)[C:20](=[O:22])[CH:21]=2)[CH2:9][C:10]([O:12]CC)=[O:11])[CH2:4][CH2:3]1.[OH-].[Na+]. (3) Given the product [O:1]=[C:2]1[N:6]([C:7]2[CH:8]=[CH:9][C:10]3[C:16](=[O:17])[CH:15]([C:31]([C:32]4[CH:37]=[CH:36][N:35]=[CH:34][CH:33]=4)=[O:38])[CH2:14][CH2:13][CH2:12][C:11]=3[CH:18]=2)[CH2:5][C@H:4]([CH2:19][NH:20][C:21](=[O:23])[CH3:22])[O:3]1, predict the reactants needed to synthesize it. The reactants are: [O:1]=[C:2]1[N:6]([C:7]2[CH:8]=[CH:9][C:10]3[C:16](=[O:17])[CH2:15][CH2:14][CH2:13][CH2:12][C:11]=3[CH:18]=2)[CH2:5][C@H:4]([CH2:19][NH:20][C:21](=[O:23])[CH3:22])[O:3]1.CC(C)([O-])C.[Li+].Cl.[C:31](Cl)(=[O:38])[C:32]1[CH:37]=[CH:36][N:35]=[CH:34][CH:33]=1. (4) Given the product [C:9]([O:8][C:7](=[O:13])[NH:6][CH2:5][CH2:4][CH2:3][CH2:2][NH:1][C:26]1[C:25]2[C:30](=[CH:31][C:22]([O:21][CH2:14][C:15]3[CH:20]=[CH:19][CH:18]=[CH:17][CH:16]=3)=[CH:23][CH:24]=2)[N:29]=[CH:28][C:27]=1[N+:32]([O-:34])=[O:33])([CH3:10])([CH3:12])[CH3:11], predict the reactants needed to synthesize it. The reactants are: [NH2:1][CH2:2][CH2:3][CH2:4][CH2:5][NH:6][C:7](=[O:13])[O:8][C:9]([CH3:12])([CH3:11])[CH3:10].[CH2:14]([O:21][C:22]1[CH:31]=[C:30]2[C:25]([C:26](Cl)=[C:27]([N+:32]([O-:34])=[O:33])[CH:28]=[N:29]2)=[CH:24][CH:23]=1)[C:15]1[CH:20]=[CH:19][CH:18]=[CH:17][CH:16]=1.C(N(CC)CC)C. (5) Given the product [Cl:1][C:2]1[CH:3]=[C:4]([C:8]#[C:9][C:10]2[CH2:11][C:12]3([CH2:27][CH2:13][N:14]([C:17]([N:19]4[CH2:20][CH2:21][CH2:22][CH2:23]4)=[O:18])[CH2:15][CH2:16]3)[O:24][N:25]=2)[CH:5]=[CH:6][CH:7]=1, predict the reactants needed to synthesize it. The reactants are: [Cl:1][C:2]1[CH:3]=[C:4]([C:8]#[C:9][C:10]2[CH2:11][C:12]3([O:24][N:25]=2)[CH2:16][CH2:15][N:14]([C:17]([N:19]2[CH2:23][CH2:22][CH2:21][CH2:20]2)=[O:18])[CH2:13]3)[CH:5]=[CH:6][CH:7]=1.Cl[C:27]1C=C(C#CC2CC3(CCN(C(OC(C)(C)C)=O)C3)ON=2)C=CC=1. (6) Given the product [CH:19](=[C:23]1[CH2:28][CH2:27][N:26]([CH2:2][C@@H:3]([CH3:18])[CH2:4][N:5]2[C:10]3[CH:11]=[C:12]([O:15][CH3:16])[CH:13]=[CH:14][C:9]=3[O:8][CH2:7][C:6]2=[O:17])[CH2:25][CH2:24]1)[CH2:20][CH2:21][CH3:22], predict the reactants needed to synthesize it. The reactants are: I[CH2:2][C@@H:3]([CH3:18])[CH2:4][N:5]1[C:10]2[CH:11]=[C:12]([O:15][CH3:16])[CH:13]=[CH:14][C:9]=2[O:8][CH2:7][C:6]1=[O:17].[CH:19](=[C:23]1[CH2:28][CH2:27][NH:26][CH2:25][CH2:24]1)[CH2:20][CH2:21][CH3:22]. (7) Given the product [ClH:12].[NH2:10][CH2:9][CH2:8][C:7]([N:1]1[CH2:6][CH2:5][O:4][CH2:3][CH2:2]1)=[O:11], predict the reactants needed to synthesize it. The reactants are: [N:1]1([C:7](=[O:11])[CH2:8][C:9]#[N:10])[CH2:6][CH2:5][O:4][CH2:3][CH2:2]1.[ClH:12]. (8) The reactants are: [CH3:1][C:2]1[N:3]=[C:4]([C:7]2[CH:11]=[C:10]([C:12]3[CH:17]=[CH:16][C:15]([O:18][C:19]([F:22])([F:21])[F:20])=[CH:14][CH:13]=3)[O:9][N:8]=2)[NH:5][N:6]=1.C([O-])([O-])=O.[K+].[K+].[Br:29][C:30]1[CH:35]=[CH:34][CH:33]=[C:32]([CH2:36]Br)[CH:31]=1. Given the product [Br:29][C:30]1[CH:31]=[C:32]([CH:33]=[CH:34][CH:35]=1)[CH2:36][N:6]1[C:2]([CH3:1])=[N:3][C:4]([C:7]2[CH:11]=[C:10]([C:12]3[CH:13]=[CH:14][C:15]([O:18][C:19]([F:22])([F:20])[F:21])=[CH:16][CH:17]=3)[O:9][N:8]=2)=[N:5]1, predict the reactants needed to synthesize it.